This data is from Peptide-MHC class II binding affinity with 134,281 pairs from IEDB. The task is: Regression. Given a peptide amino acid sequence and an MHC pseudo amino acid sequence, predict their binding affinity value. This is MHC class II binding data. The binding affinity (normalized) is 0.325. The peptide sequence is QPSKGWNDWENVPFC. The MHC is DRB1_0801 with pseudo-sequence QEFFIASGAAVDAIMESGFDYYSFDRLTYHVGFT.